This data is from Forward reaction prediction with 1.9M reactions from USPTO patents (1976-2016). The task is: Predict the product of the given reaction. (1) The product is: [F:16][C@:14]1([CH3:15])[C@H:10]([OH:9])[C@@:11]([F:34])([CH2:25][OH:37])[O:12][C@H:13]1[N:17]1[CH:22]=[CH:21][C:20](=[O:23])[NH:19][C:18]1=[O:24]. Given the reactants C([O:9][C@H:10]1[C@:14]([F:16])([CH3:15])[C@H:13]([N:17]2[CH:22]=[CH:21][C:20](=[O:23])[NH:19][C:18]2=[O:24])[O:12][C@@:11]1([F:34])[CH2:25]C(=O)C1C=CC=CC=1)(=O)C1C=CC=CC=1.N.C[OH:37], predict the reaction product. (2) Given the reactants Br[C:2]1[CH:3]=[C:4]2[C:9](=[CH:10][CH:11]=1)[C:8](=[O:12])[N:7]([CH2:13][C:14]1([CH2:18][O:19][Si](C(C)(C)C)(C)C)[CH2:17][CH2:16][CH2:15]1)[CH:6]=[C:5]2[CH2:27][N:28]1[CH2:33][CH2:32][N:31](C(OC(C)(C)C)=O)[CH2:30][CH2:29]1.[CH:41]1([NH:44][C:45](=[O:63])[C:46]2[CH:51]=[C:50](B3OC(C)(C)C(C)(C)O3)[C:49]([CH3:61])=[C:48]([F:62])[CH:47]=2)[CH2:43][CH2:42]1.C(=O)([O-])[O-].[K+].[K+], predict the reaction product. The product is: [CH:41]1([NH:44][C:45](=[O:63])[C:46]2[CH:51]=[C:50]([C:2]3[CH:3]=[C:4]4[C:9](=[CH:10][CH:11]=3)[C:8](=[O:12])[N:7]([CH2:13][C:14]3([CH2:18][OH:19])[CH2:17][CH2:16][CH2:15]3)[CH:6]=[C:5]4[CH2:27][N:28]3[CH2:29][CH2:30][NH:31][CH2:32][CH2:33]3)[C:49]([CH3:61])=[C:48]([F:62])[CH:47]=2)[CH2:42][CH2:43]1.